Dataset: Full USPTO retrosynthesis dataset with 1.9M reactions from patents (1976-2016). Task: Predict the reactants needed to synthesize the given product. (1) Given the product [C:15]([N:14]1[CH:13]([C:24]#[N:25])[CH2:12][N:11]2[CH:18]=[C:8]([C:6]3[CH:5]=[CH:4][CH:3]=[C:2]([CH3:1])[N:7]=3)[N:9]=[C:10]12)(=[O:17])[CH3:16], predict the reactants needed to synthesize it. The reactants are: [CH3:1][C:2]1[N:7]=[C:6]([C:8]2[N:9]=[C:10]3[N:14]([C:15](=[O:17])[CH3:16])[CH2:13][CH2:12][N:11]3[CH:18]=2)[CH:5]=[CH:4][CH:3]=1.CC1[N:25]=[C:24](C2NC(NC(=O)C)=NC=2)C=CC=1.C(OC(=O)C(Br)CBr)C. (2) Given the product [F:20][C:12]1[CH:13]=[CH:14][CH:15]=[C:16]2[C:11]=1[NH:10][CH:9]=[C:8]2[CH:5]1[CH2:6][CH2:7][CH:3]([N:2]([CH3:19])[CH3:1])[CH2:4]1, predict the reactants needed to synthesize it. The reactants are: [CH3:1][N:2]([CH3:19])[CH:3]1[CH2:7][CH2:6][CH:5]([C:8]2[C:16]3[C:11](=[CH:12][CH:13]=[C:14](C#N)[CH:15]=3)[NH:10][CH:9]=2)[CH2:4]1.[F:20]C1C=CC=C2C=1NC=C2C1CCC(=O)C1. (3) Given the product [NH2:13][C:14]1[C:19]2[C:20]([C:23]3[CH:24]=[CH:25][C:26]([NH:29][C:30]([NH:32][C:33]4[CH:38]=[CH:37][CH:36]=[C:35]([F:39])[CH:34]=4)=[O:31])=[CH:27][CH:28]=3)=[CH:21][S:22][C:18]=2[C:17]([C:40]2[CH:41]=[N:42][N:43]([CH2:45][CH2:46][OH:47])[CH:44]=2)=[CH:16][N:15]=1.[O:1]=[C:2]1[O:8][C@H:7]([C@H:9]([CH2:11][OH:12])[OH:10])[C:5]([OH:6])=[C:3]1[OH:4], predict the reactants needed to synthesize it. The reactants are: [O:1]=[C:2]1[O:8][C@H:7]([C@H:9]([CH2:11][OH:12])[OH:10])[C:5]([O-:6])=[C:3]1[OH:4].[NH2:13][C:14]1[C:19]2[C:20]([C:23]3[CH:28]=[CH:27][C:26]([NH:29][C:30]([NH:32][C:33]4[CH:38]=[CH:37][CH:36]=[C:35]([F:39])[CH:34]=4)=[O:31])=[CH:25][CH:24]=3)=[CH:21][S:22][C:18]=2[C:17]([C:40]2[CH:41]=[N:42][N:43]([CH2:45][CH2:46][OH:47])[CH:44]=2)=[CH:16][N:15]=1.O1CCCC1. (4) Given the product [OH:40][CH2:35][CH2:34][NH:33][S:23]([C:9]1[C:6]2[C:7](=[O:8])[N:2]([CH3:1])[C:3](=[O:30])[N:4]([CH2:26][CH:27]([CH3:28])[CH3:29])[C:5]=2[S:11][C:10]=1[CH2:12][C:13]1[C:22]2[C:17](=[CH:18][CH:19]=[CH:20][CH:21]=2)[CH:16]=[CH:15][CH:14]=1)(=[O:25])=[O:24], predict the reactants needed to synthesize it. The reactants are: [CH3:1][N:2]1[C:7](=[O:8])[C:6]2[C:9]([S:23]([O-:25])=[O:24])=[C:10]([CH2:12][C:13]3[C:22]4[C:17](=[CH:18][CH:19]=[CH:20][CH:21]=4)[CH:16]=[CH:15][CH:14]=3)[S:11][C:5]=2[N:4]([CH2:26][CH:27]([CH3:29])[CH3:28])[C:3]1=[O:30].[Li+].Cl[N:33]1C(=O)C[CH2:35][C:34]1=O.[OH2:40].